This data is from Reaction yield outcomes from USPTO patents with 853,638 reactions. The task is: Predict the reaction yield, written as a fraction of the theoretical maximum amount of product (1.0 means a 100% yield; for example, 0.34 means a 34% yield). (1) The reactants are [Br:1][C:2]1[CH:10]=[CH:9][C:8]([OH:11])=[C:7]2[C:3]=1[CH2:4][CH2:5][C:6]2=[O:12].C(OC(=O)C)(=O)C.[N+:20]([O-])([OH:22])=[O:21]. The catalyst is C(O)(=O)C. The product is [Br:1][C:2]1[CH:10]=[C:9]([N+:20]([O-:22])=[O:21])[C:8]([OH:11])=[C:7]2[C:3]=1[CH2:4][CH2:5][C:6]2=[O:12]. The yield is 0.790. (2) The reactants are [NH2:1][C@@H:2]([C:32]([CH3:35])([CH3:34])[CH3:33])[C:3]([N:5]1[C@H:14]([C:15](=[O:27])[NH:16][C@H:17]2[C:26]3[C:21](=[CH:22][CH:23]=[CH:24][CH:25]=3)[CH2:20][CH2:19][CH2:18]2)[CH2:13][C:12]2[C:7](=[CH:8][C:9]([C:28]([O:30][CH3:31])=[O:29])=[CH:10][CH:11]=2)[CH2:6]1)=[O:4].[C:36]([O:40][C:41]([N:43]([CH3:49])[C@@H:44]([CH3:48])[C:45](O)=[O:46])=[O:42])([CH3:39])([CH3:38])[CH3:37].C(Cl)CCl.C1C=NC2N(O)N=NC=2C=1.CN1CCOCC1.C([O-])(O)=O.[Na+]. The catalyst is CN(C=O)C.CCOC(C)=O. The product is [C:36]([O:40][C:41]([N:43]([CH3:49])[C@@H:44]([CH3:48])[C:45]([NH:1][C@@H:2]([C:32]([CH3:35])([CH3:34])[CH3:33])[C:3]([N:5]1[C@H:14]([C:15](=[O:27])[NH:16][C@H:17]2[C:26]3[C:21](=[CH:22][CH:23]=[CH:24][CH:25]=3)[CH2:20][CH2:19][CH2:18]2)[CH2:13][C:12]2[C:7](=[CH:8][C:9]([C:28]([O:30][CH3:31])=[O:29])=[CH:10][CH:11]=2)[CH2:6]1)=[O:4])=[O:46])=[O:42])([CH3:39])([CH3:38])[CH3:37]. The yield is 1.00. (3) The reactants are C[N:2]([CH:4]=[C:5]1[CH2:11][CH2:10][CH2:9][C:8]2[CH:12]=[C:13]([N:16]3[CH2:20][C@H:19]([CH2:21][O:22][C:23]4[CH:27]=[CH:26][O:25][N:24]=4)[O:18][C:17]3=[O:28])[CH:14]=[CH:15][C:7]=2[C:6]1=[O:29])C.NOS(O)(=O)=O. The catalyst is CO. The product is [O:29]1[C:6]2[C:7]3[CH:15]=[CH:14][C:13]([N:16]4[CH2:20][C@H:19]([CH2:21][O:22][C:23]5[CH:27]=[CH:26][O:25][N:24]=5)[O:18][C:17]4=[O:28])=[CH:12][C:8]=3[CH2:9][CH2:10][CH2:11][C:5]=2[CH:4]=[N:2]1. The yield is 0.440. (4) The reactants are CC1C=CC(S([CH:11]2[CH:15]([C:16]3[CH:21]=[C:20]([C:22]([NH2:24])=[O:23])[CH:19]=[CH:18][N:17]=3)O[CH:13]=[N:12]2)(=O)=O)=CC=1.[NH3:25]. The yield is 0.368. The catalyst is CO. The product is [NH:12]1[CH:11]=[C:15]([C:16]2[CH:21]=[C:20]([C:22]([NH2:24])=[O:23])[CH:19]=[CH:18][N:17]=2)[N:25]=[CH:13]1. (5) The reactants are FC(F)(F)S(O[C:7]1[CH:8]=[C:9]2[C:14](=[CH:15][CH:16]=1)[C:13]([C:17]([O:19][CH3:20])=[O:18])=[CH:12][CH:11]=[CH:10]2)(=O)=O.[CH2:23]([Mg]Br)[CH2:24][CH2:25][CH2:26][CH2:27][CH3:28]. The catalyst is C1COCC1.CN1C(=O)CCC1.CCOCC. The product is [CH2:23]([C:7]1[CH:8]=[C:9]2[C:14](=[CH:15][CH:16]=1)[C:13]([C:17]([O:19][CH3:20])=[O:18])=[CH:12][CH:11]=[CH:10]2)[CH2:24][CH2:25][CH2:26][CH2:27][CH3:28]. The yield is 0.760. (6) The reactants are C(OC(=O)[NH:7][C:8]1([C:11](=[O:36])[NH:12][CH2:13][C:14]2[CH:19]=[CH:18][C:17]([N:20]3[C:28]4[C:23](=[CH:24][C:25]([F:29])=[CH:26][CH:27]=4)[CH:22]=[C:21]3[C:30]3[O:34][N:33]=[C:32]([CH3:35])[N:31]=3)=[CH:16][CH:15]=2)[CH2:10][CH2:9]1)(C)(C)C.ClCCl.FC(F)(F)C(O)=O. No catalyst specified. The product is [F:29][C:25]1[CH:24]=[C:23]2[C:28](=[CH:27][CH:26]=1)[N:20]([C:17]1[CH:16]=[CH:15][C:14]([CH2:13][NH:12][C:11]([C:8]3([NH2:7])[CH2:9][CH2:10]3)=[O:36])=[CH:19][CH:18]=1)[C:21]([C:30]1[O:34][N:33]=[C:32]([CH3:35])[N:31]=1)=[CH:22]2. The yield is 0.920. (7) The reactants are O[Li].O.[CH3:4][C@H:5]1[C:13]2[C:12]([N:14]3[CH2:19][CH2:18][N:17]([C:20]([O:22][C:23]([CH3:26])([CH3:25])[CH3:24])=[O:21])[CH2:16][CH2:15]3)=[N:11][CH:10]=[N:9][C:8]=2[C@H:7]([O:27]C(=O)C2C=CC([N+]([O-])=O)=CC=2)[CH2:6]1.C1COCC1. The catalyst is O. The product is [OH:27][C@H:7]1[C:8]2[N:9]=[CH:10][N:11]=[C:12]([N:14]3[CH2:19][CH2:18][N:17]([C:20]([O:22][C:23]([CH3:26])([CH3:25])[CH3:24])=[O:21])[CH2:16][CH2:15]3)[C:13]=2[C@H:5]([CH3:4])[CH2:6]1. The yield is 1.00. (8) The product is [CH3:15][C:16]1[CH:29]=[C:28]2[C:19]([S:20][C:21]3[CH:22]=[C:23]([C:31]([O:32][CH2:3][CH:2]=[CH2:1])=[O:34])[CH:24]=[CH:25][C:26]=3[C:27]2=[O:30])=[CH:18][CH:17]=1. The yield is 0.526. The reactants are [CH2:1](O)[CH:2]=[CH2:3].C(N(CC)CC)C.C(Cl)Cl.[CH3:15][C:16]1[CH:29]=[C:28]2[C:19]([S:20][C:21]3[CH:22]=[C:23]([C:31](Cl)=[O:32])[CH:24]=[CH:25][C:26]=3[C:27]2=[O:30])=[CH:18][CH:17]=1.[OH2:34]. No catalyst specified. (9) The reactants are Br[C:2]1[CH:9]=[CH:8][C:5]([C:6]#[N:7])=[C:4]([C:10]([F:13])([F:12])[F:11])[CH:3]=1.C([Sn](CCCC)(CCCC)[C:19]1[S:20][CH:21]=[CH:22][N:23]=1)CCC. The catalyst is CN(C=O)C.[Pd](Cl)Cl.C1(P(C2C=CC=CC=2)[C-]2C=CC=C2)C=CC=CC=1.[C-]1(P(C2C=CC=CC=2)C2C=CC=CC=2)C=CC=C1.[Fe+2]. The product is [S:20]1[CH:21]=[CH:22][N:23]=[C:19]1[C:2]1[CH:9]=[CH:8][C:5]([C:6]#[N:7])=[C:4]([C:10]([F:13])([F:12])[F:11])[CH:3]=1. The yield is 0.840.